Dataset: Full USPTO retrosynthesis dataset with 1.9M reactions from patents (1976-2016). Task: Predict the reactants needed to synthesize the given product. (1) Given the product [CH3:1][O:2][C:3]([C@@H:5]1[CH2:7][N:6]([S:8]([C:11]2[CH:16]=[CH:15][CH:14]=[CH:13][C:12]=2[Cl:17])(=[O:9])=[O:10])[C:26](=[O:27])[N:25]1[C:20]1[CH:21]=[CH:22][CH:23]=[CH:24][C:19]=1[Cl:18])=[O:4], predict the reactants needed to synthesize it. The reactants are: [CH3:1][O:2][C:3]([CH:5]1[CH2:7][N@@:6]1[S:8]([C:11]1[CH:16]=[CH:15][CH:14]=[CH:13][C:12]=1[Cl:17])(=[O:10])=[O:9])=[O:4].[Cl:18][C:19]1[CH:24]=[CH:23][CH:22]=[CH:21][C:20]=1[N:25]=[C:26]=[O:27].[I-].[Na+]. (2) Given the product [Br:1][C:2]1[CH:7]=[CH:6][C:5]([C:8]2([CH2:11][C:12]([OH:16])=[O:14])[CH2:10][CH2:9]2)=[CH:4][CH:3]=1, predict the reactants needed to synthesize it. The reactants are: [Br:1][C:2]1[CH:7]=[CH:6][C:5]([C:8]2([CH2:11][C:12]#N)[CH2:10][CH2:9]2)=[CH:4][CH:3]=1.[OH-:14].[K+].[OH2:16]. (3) Given the product [CH3:30][N:31]([CH3:32])[C:64](=[O:60])[C:63]1[CH:15]=[CH:14][C:13]([C@H:5]([C:6]2[CH:11]=[CH:10][CH:9]=[CH:8][C:7]=2[CH3:12])[CH2:4][C:3]([C:22]2[CH:27]=[CH:26][N:25]=[C:24]([CH3:28])[CH:23]=2)=[O:49])=[CH:61][CH:62]=1, predict the reactants needed to synthesize it. The reactants are: O/N=[C:3](/[C:22]1[CH:27]=[CH:26][N:25]=[C:24]([CH3:28])[CH:23]=1)\[CH2:4][C@H:5]([C:13]1C=CC(C(O)=O)=[CH:15][CH:14]=1)[C:6]1[CH:11]=[CH:10][CH:9]=[CH:8][C:7]=1[CH3:12].Cl.[CH3:30][NH:31][CH3:32].F[P-](F)(F)(F)(F)F.N1([O:49][P+](N(C)C)(N(C)C)N(C)C)C2C=CC=CC=2N=N1.[O:60]1[CH2:64][CH2:63][CH2:62][CH2:61]1. (4) Given the product [F:15][C:14]1[C:9]([OH:8])=[C:10]([CH2:16][C:17]([O:19][CH3:20])=[O:18])[CH:11]=[CH:12][CH:13]=1, predict the reactants needed to synthesize it. The reactants are: C([O:8][C:9]1[C:14]([F:15])=[CH:13][CH:12]=[CH:11][C:10]=1[CH2:16][C:17]([O:19][CH3:20])=[O:18])C1C=CC=CC=1. (5) The reactants are: [NH2:1][C@H:2]1[C@@H:7]([NH:8][C:9](=[O:17])[O:10][CH2:11][CH2:12][Si:13]([CH3:16])([CH3:15])[CH3:14])[CH2:6][C@H:5]2[C@@H:3]1[CH2:4]2.Cl[C:19]1[N:28]=[CH:27][C:26]2[C:21](=[CH:22][CH:23]=[C:24]([C:29]3[C:34]([Cl:35])=[C:33]([O:36][CH3:37])[CH:32]=[C:31]([O:38][CH3:39])[C:30]=3[Cl:40])[CH:25]=2)[N:20]=1.C(=O)(O)[O-].[Na+]. Given the product [Cl:35][C:34]1[C:33]([O:36][CH3:37])=[CH:32][C:31]([O:38][CH3:39])=[C:30]([Cl:40])[C:29]=1[C:24]1[CH:25]=[C:26]2[C:21](=[CH:22][CH:23]=1)[N:20]=[C:19]([NH:1][C@H:2]1[C@@H:7]([NH:8][C:9](=[O:17])[O:10][CH2:11][CH2:12][Si:13]([CH3:14])([CH3:16])[CH3:15])[CH2:6][C@H:5]3[C@@H:3]1[CH2:4]3)[N:28]=[CH:27]2, predict the reactants needed to synthesize it.